Task: Predict the reactants needed to synthesize the given product.. Dataset: Full USPTO retrosynthesis dataset with 1.9M reactions from patents (1976-2016) (1) Given the product [CH2:38]([N:45]1[C:57]2[CH:56]=[CH:55][C:54]([CH:58]=[O:59])=[CH:53][C:52]=2[C:51]2[C:46]1=[CH:47][CH:48]=[C:49]([CH:60]=[O:61])[CH:50]=2)[CH2:39][CH2:40][CH2:41][CH2:42][CH2:43][CH2:44][CH2:11][CH2:12][CH2:13][CH2:14][CH2:15][CH2:16][CH3:17], predict the reactants needed to synthesize it. The reactants are: CN(C=O)C.O=P(Cl)(Cl)Cl.[CH2:11](N1C2C=CC=CC=2C2C1=CC=CC=2)[CH2:12][CH2:13][CH2:14][CH2:15][CH2:16][CH2:17][CH2:11][CH2:12][CH2:13][CH2:14][CH2:15][CH2:16][CH3:17].[CH2:38]([N:45]1[C:57]2[CH:56]=[CH:55][C:54]([CH:58]=[O:59])=[CH:53][C:52]=2[C:51]2[C:46]1=[CH:47][CH:48]=[C:49]([CH:60]=[O:61])[CH:50]=2)[CH2:39][CH2:40][CH2:41][CH2:42][CH2:43][CH3:44]. (2) Given the product [CH3:7][O:8][C:9](=[O:24])[C:10]([CH3:23])([CH3:22])[CH2:11][C:12]1[CH:17]=[C:16]([CH3:18])[C:15]([C:19]2[NH:45][C:41]3[CH:40]=[CH:39][C:38]([C:36]4[O:37][C:33]([C:12]5[CH:17]=[CH:16][C:15]([O:64][CH3:63])=[CH:14][CH:13]=5)=[N:34][N:35]=4)=[CH:59][C:42]=3[N:43]=2)=[C:14]([CH3:21])[CH:13]=1, predict the reactants needed to synthesize it. The reactants are: OOS([O-])=O.[K+].[CH3:7][O:8][C:9](=[O:24])[C:10]([CH3:23])([CH3:22])[CH2:11][C:12]1[CH:17]=[C:16]([CH3:18])[C:15]([CH:19]=O)=[C:14]([CH3:21])[CH:13]=1.ClC1C=C(N[C:33]2[O:37][C:36]([C:38]3[CH:39]=[CH:40][C:41]4[N:45]=C(C5C(C)=CC(CCC(O)=O)=CC=5C)[NH:43][C:42]=4[CH:59]=3)=[N:35][N:34]=2)C=CC=1.CN([CH:63]=[O:64])C. (3) Given the product [CH3:58][S:59][CH2:60][CH2:61][CH2:62][CH2:63][CH:64]([NH2:68])[C:65]([OH:67])=[O:66].[CH3:69][S:70][CH2:71][CH2:72][CH2:73][CH2:74][CH2:75][CH:76]([NH2:80])[C:77]([OH:79])=[O:78].[CH3:58][S:59][CH2:60][CH2:61][CH2:62][CH2:63][CH:64]=[N:68][OH:14].[CH3:69][S:70][CH2:71][CH2:72][CH2:73][CH2:74][CH2:75][CH:76]=[N:80][OH:56], predict the reactants needed to synthesize it. The reactants are: C1N=C(N)C2N=CN([C@@H]3[O:14][C@H](COP(OP(OC[C@H]4O[C@@H](N5C=C(C(N)=O)CC=C5)[C@H](O)[C@@H]4O)(O)=O)(O)=O)[C@@H](O)[C@H]3OP(O)(O)=O)C=2N=1.N[C@H](C(O)=[O:56])CCSC.[CH3:58][S:59][CH2:60][CH2:61][CH2:62][CH2:63][CH:64]([NH2:68])[C:65]([OH:67])=[O:66].[CH3:69][S:70][CH2:71][CH2:72][CH2:73][CH2:74][CH2:75][CH:76]([NH2:80])[C:77]([OH:79])=[O:78]. (4) Given the product [Cl:16][C:13]1[CH:14]=[CH:15][C:10]([CH:9]2[C:4]3[CH:3]=[C:2]([C:21]4[CH:22]=[CH:23][N:18]=[CH:19][CH:20]=4)[S:6][C:5]=3[C:7](=[O:17])[CH2:8]2)=[CH:11][CH:12]=1, predict the reactants needed to synthesize it. The reactants are: Br[C:2]1[S:6][C:5]2[C:7](=[O:17])[CH2:8][CH:9]([C:10]3[CH:15]=[CH:14][C:13]([Cl:16])=[CH:12][CH:11]=3)[C:4]=2[CH:3]=1.[N:18]1[CH:23]=[CH:22][C:21](B(O)O)=[CH:20][CH:19]=1.O1CCOCC1.O.C(=O)([O-])[O-].[Cs+].[Cs+]. (5) The reactants are: OS(O)(=O)=O.O=S(=O)=O.[N+:10]([O-:13])(O)=[O:11].[Cl:14][C:15]1[CH:20]=[CH:19][C:18]([Cl:21])=[CH:17][N+:16]=1[O-:22]. Given the product [Cl:14][C:15]1[CH:20]=[C:19]([N+:10]([O-:13])=[O:11])[C:18]([Cl:21])=[CH:17][N+:16]=1[O-:22], predict the reactants needed to synthesize it. (6) Given the product [CH3:32][O:31][C@H:28]1[CH2:29][CH2:30][C@H:25]([CH2:24][N:19]2[C:18]3=[N:33][C:14]([C:10]4[CH:9]=[N:8][C:7]([C:6]5[N:5]=[CH:4][NH:2][N:39]=5)=[CH:12][C:11]=4[CH3:13])=[CH:15][N:16]=[C:17]3[NH:22][CH2:21][C:20]2=[O:23])[CH2:26][CH2:27]1, predict the reactants needed to synthesize it. The reactants are: C[N:2](/[CH:4]=[N:5]\[C:6](=O)[C:7]1[CH:12]=[C:11]([CH3:13])[C:10]([C:14]2[CH:15]=[N:16][C:17]3[NH:22][CH2:21][C:20](=[O:23])[N:19]([CH2:24][C@H:25]4[CH2:30][CH2:29][C@H:28]([O:31][CH3:32])[CH2:27][CH2:26]4)[C:18]=3[N:33]=2)=[CH:9][N:8]=1)C.C(O)(=O)C.[NH2:39]N. (7) Given the product [CH3:38][C:28]1[CH:33]=[CH:32][C:31]([S:34]([O:22][CH2:21][CH:20]([OH:23])[CH2:19][C:18]2[C:9]([O:8][CH2:1][C:2]3[CH:3]=[CH:4][CH:5]=[CH:6][CH:7]=3)=[C:10]3[C:15](=[C:16]([O:24][CH3:25])[CH:17]=2)[CH:14]2[CH2:13][CH2:12][CH:11]3[CH2:27][CH2:26]2)(=[O:36])=[O:35])=[CH:30][CH:29]=1, predict the reactants needed to synthesize it. The reactants are: [CH2:1]([O:8][C:9]1[C:18]([CH2:19][CH:20]([OH:23])[CH2:21][OH:22])=[CH:17][C:16]([O:24][CH3:25])=[C:15]2[C:10]=1[CH:11]1[CH2:27][CH2:26][CH:14]2[CH2:13][CH2:12]1)[C:2]1[CH:7]=[CH:6][CH:5]=[CH:4][CH:3]=1.[C:28]1([CH3:38])[CH:33]=[CH:32][C:31]([S:34](Cl)(=[O:36])=[O:35])=[CH:30][CH:29]=1.CC1C=CC(S(OCC2OC3C4CCCC=4C(C)=CC=3C2)(=O)=O)=CC=1. (8) The reactants are: [F:1][C:2]1[CH:7]=[CH:6][C:5]([CH:8]2[CH2:13][CH2:12][N:11]([C:14]([C:16]3[CH:17]=[N:18][C:19]([Cl:24])=[C:20]([Cl:23])[C:21]=3Cl)=[O:15])[CH2:10][CH2:9]2)=[CH:4][CH:3]=1.[NH2:25][C:26]1[C:27]([CH3:32])=[CH:28][CH:29]=[CH:30][CH:31]=1. Given the product [Cl:23][C:20]1[C:21]([NH:25][C:26]2[CH:31]=[CH:30][CH:29]=[CH:28][C:27]=2[CH3:32])=[C:16]([C:14]([N:11]2[CH2:12][CH2:13][CH:8]([C:5]3[CH:6]=[CH:7][C:2]([F:1])=[CH:3][CH:4]=3)[CH2:9][CH2:10]2)=[O:15])[CH:17]=[N:18][C:19]=1[Cl:24], predict the reactants needed to synthesize it. (9) Given the product [C:3]1([S:9][C:10]2[CH:15]=[CH:14][C:13]([NH2:16])=[CH:12][CH:11]=2)[CH:4]=[CH:5][CH:6]=[CH:7][CH:8]=1, predict the reactants needed to synthesize it. The reactants are: [BH4-].[Na+].[C:3]1([S:9][C:10]2[CH:15]=[CH:14][C:13]([N+:16]([O-])=O)=[CH:12][CH:11]=2)[CH:8]=[CH:7][CH:6]=[CH:5][CH:4]=1. (10) Given the product [CH3:1][O:2][CH2:3][O:4][C:5]1[C:10]([C:30]#[N:31])=[N:9][C:8]([CH2:12][C:13]([CH3:16])([CH3:15])[CH3:14])=[CH:7][CH:6]=1, predict the reactants needed to synthesize it. The reactants are: [CH3:1][O:2][CH2:3][O:4][C:5]1[CH:6]=[CH:7][C:8]([CH2:12][C:13]([CH3:16])([CH3:15])[CH3:14])=[N+:9]([O-])[CH:10]=1.C(Cl)(=O)C1C=CC=CC=1.C[Si]([C:30]#[N:31])(C)C.